Dataset: Full USPTO retrosynthesis dataset with 1.9M reactions from patents (1976-2016). Task: Predict the reactants needed to synthesize the given product. (1) Given the product [NH2:32][CH2:6][C:7]1[CH:8]=[C:9]([C:13]2[N:18]=[C:17]([N:19]3[CH2:20][CH2:21][O:22][CH2:23][CH2:24]3)[C:16]3=[CH:25][C:26]([CH2:28][N:29]([CH3:30])[CH3:31])=[CH:27][N:15]3[N:14]=2)[CH:10]=[CH:11][CH:12]=1, predict the reactants needed to synthesize it. The reactants are: CS(O[CH2:6][C:7]1[CH:12]=[CH:11][CH:10]=[C:9]([C:13]2[N:18]=[C:17]([N:19]3[CH2:24][CH2:23][O:22][CH2:21][CH2:20]3)[C:16]3=[CH:25][C:26]([CH2:28][N:29]([CH3:31])[CH3:30])=[CH:27][N:15]3[N:14]=2)[CH:8]=1)(=O)=O.[NH3:32]. (2) Given the product [Br:1][CH2:39][CH:38]=[CH:37][CH2:36][CH:35]([C:41]1([CH2:45][CH2:46][CH3:47])[CH2:44][CH2:43][CH2:42]1)[O:34][Si:27]([C:30]([CH3:33])([CH3:32])[CH3:31])([CH3:29])[CH3:28], predict the reactants needed to synthesize it. The reactants are: [Br:1]Br.C1(P(C2C=CC=CC=2)C2C=CC=CC=2)C=CC=CC=1.N1C=CN=C1.[Si:27]([O:34][CH:35]([C:41]1([CH2:45][CH2:46][CH3:47])[CH2:44][CH2:43][CH2:42]1)[CH2:36][CH:37]=[CH:38][CH2:39]O)([C:30]([CH3:33])([CH3:32])[CH3:31])([CH3:29])[CH3:28]. (3) Given the product [S:19]1[C:15]([C:13]23[CH2:12][N:4]([C:5]([O:6][C:7]([CH3:10])([CH3:9])[CH3:8])=[O:11])[CH2:1][CH:2]2[CH2:3][O:30][N:29]3[CH2:28][C:25]2[CH:26]=[CH:27][C:22]([O:21][CH3:20])=[CH:23][CH:24]=2)=[CH:16][CH:17]=[N:18]1, predict the reactants needed to synthesize it. The reactants are: [CH2:1]([N:4]([CH2:12][C:13]([C:15]1[S:19][N:18]=[CH:17][CH:16]=1)=O)[C:5](=[O:11])[O:6][C:7]([CH3:10])([CH3:9])[CH3:8])[CH:2]=[CH2:3].[CH3:20][O:21][C:22]1[CH:27]=[CH:26][C:25]([CH2:28][NH:29][OH:30])=[CH:24][CH:23]=1.C(N(C(C)C)CC)(C)C.C(O)(=O)CC(CC(O)=O)(C(O)=O)O. (4) Given the product [ClH:34].[CH3:27][C:21]1[CH:20]=[C:25]([CH:24]=[CH:23][CH:22]=1)[O:26][C:2]1[CH:19]=[CH:18][C:5]([C:6]([N:8]2[CH2:12][CH2:11][C@H:10]([N:13]3[CH2:17][CH2:16][CH2:15][CH2:14]3)[CH2:9]2)=[O:7])=[CH:4][CH:3]=1, predict the reactants needed to synthesize it. The reactants are: F[C:2]1[CH:19]=[CH:18][C:5]([C:6]([N:8]2[CH2:12][CH2:11][C@H:10]([N:13]3[CH2:17][CH2:16][CH2:15][CH2:14]3)[CH2:9]2)=[O:7])=[CH:4][CH:3]=1.[CH:20]1[C:25]([OH:26])=[CH:24][CH:23]=[CH:22][C:21]=1[CH3:27].C(=O)([O-])[O-].[K+].[K+].[Cl:34]CCl. (5) Given the product [CH3:1][C@@H:2]1[C@@H:16]2[C:11](=[C:12]([OH:31])[C@:13]3([OH:30])[C:21](=[O:22])[C:20]([C:23]([NH2:25])=[O:24])=[C:19]([OH:26])[C@@H:18]([N:27]([CH3:28])[CH3:29])[C@@H:14]3[C@H:15]2[OH:17])[C:9](=[O:10])[C:8]2[C:7]([OH:32])=[CH:6][CH:5]=[CH:4][C:3]1=2, predict the reactants needed to synthesize it. The reactants are: [CH3:1][C@@H:2]1[C@@H:16]2[C:11](=[C:12]([OH:31])[C@:13]3([OH:30])[C:21](=[O:22])[C:20]([C:23]([NH2:25])=[O:24])=[C:19]([OH:26])[C@@H:18]([N:27]([CH3:29])[CH3:28])[C@@H:14]3[C@H:15]2[OH:17])[C:9](=[O:10])[C:8]2[C:7]([OH:32])=[CH:6][CH:5]=[CH:4][C:3]1=2.Cl.O. (6) The reactants are: C(OC([N:8](C(OC(C)(C)C)=O)[C:9]1[C:10]([C:26]2[O:30][C:29]([C:31]3[CH:36]=[CH:35][C:34]([CH2:37][N:38](C)[C:39](=O)OC(C)(C)C)=[CH:33][CH:32]=3)=[N:28][N:27]=2)=[N:11][C:12]([N:15]2[CH2:20][C@H:19]3[C@H:17]([CH:18]3[C:21](=[O:25])[N:22]([CH3:24])[CH3:23])[CH2:16]2)=[CH:13][N:14]=1)=O)(C)(C)C. Given the product [NH2:8][C:9]1[N:14]=[CH:13][C:12]([N:15]2[CH2:20][C@H:19]3[C@H:17]([CH:18]3[C:21]([N:22]([CH3:23])[CH3:24])=[O:25])[CH2:16]2)=[N:11][C:10]=1[C:26]1[O:30][C:29]([C:31]2[CH:32]=[CH:33][C:34]([CH2:37][NH:38][CH3:39])=[CH:35][CH:36]=2)=[N:28][N:27]=1, predict the reactants needed to synthesize it.